The task is: Predict which catalyst facilitates the given reaction.. This data is from Catalyst prediction with 721,799 reactions and 888 catalyst types from USPTO. (1) Reactant: [C:1]([O:5][C:6](=[O:17])[NH:7][CH2:8][CH2:9][O:10][CH2:11][CH2:12][O:13][CH2:14][CH2:15][NH2:16])([CH3:4])([CH3:3])[CH3:2].[CH:18](N(C(C)C)CC)([CH3:20])[CH3:19].Br[CH2:28][C:29]([O:31][CH2:32][C:33]1[CH:38]=[CH:37][CH:36]=[CH:35][CH:34]=1)=[O:30].[C:39]([OH:42])(=[O:41])[CH3:40].[CH2:43]1[CH2:47]O[CH2:45][CH2:44]1.O. Product: [CH2:32]([O:31][C:29](=[O:30])[CH2:28][N:16]([CH2:40][C:39]([O:42][CH2:45][C:44]1[CH:20]=[CH:18][CH:19]=[CH:47][CH:43]=1)=[O:41])[CH2:15][CH2:14][O:13][CH2:12][CH2:11][O:10][CH2:9][CH2:8][NH:7][C:6]([O:5][C:1]([CH3:4])([CH3:2])[CH3:3])=[O:17])[C:33]1[CH:38]=[CH:37][CH:36]=[CH:35][CH:34]=1. The catalyst class is: 13. (2) Product: [CH:37]1([NH:43][C:27](=[O:28])[CH2:26][S:25][C:12]2[N:11]([C:2]3[CH:3]=[CH:4][C:5]4[C:10](=[CH:9][CH:8]=[CH:7][CH:6]=4)[CH:1]=3)[C:23](=[O:24])[C:15]3[NH:16][C:17]4[CH:18]=[CH:19][CH:20]=[CH:21][C:22]=4[C:14]=3[N:13]=2)[CH2:42][CH2:41][CH2:40][CH2:39][CH2:38]1. Reactant: [CH:1]1[C:10]2[C:5](=[CH:6][CH:7]=[CH:8][CH:9]=2)[CH:4]=[CH:3][C:2]=1[N:11]1[C:23](=[O:24])[C:15]2[NH:16][C:17]3[CH:18]=[CH:19][CH:20]=[CH:21][C:22]=3[C:14]=2[N:13]=[C:12]1[S:25][CH2:26][C:27](O)=[O:28].C(N(CC)CC)C.[CH:37]1([NH2:43])[CH2:42][CH2:41][CH2:40][CH2:39][CH2:38]1.CN(C(ON1N=NC2C=CC=NC1=2)=[N+](C)C)C.F[P-](F)(F)(F)(F)F. The catalyst class is: 3.